Dataset: Full USPTO retrosynthesis dataset with 1.9M reactions from patents (1976-2016). Task: Predict the reactants needed to synthesize the given product. (1) Given the product [OH:38][C@@H:36]([CH3:37])[C:34]([N:2]1[CH2:6][CH2:5][C@H:4]([NH:7][C:8]([C:10]2[C:14]3[N:15]=[CH:16][N:17]=[C:18]([C:19]4[C:27]5[O:26][CH2:25][O:24][C:23]=5[CH:22]=[CH:21][C:20]=4[O:28][CH2:29][CH:30]4[CH2:32][CH2:31]4)[C:13]=3[NH:12][CH:11]=2)=[O:9])[CH2:3]1)=[O:35], predict the reactants needed to synthesize it. The reactants are: Cl.[NH:2]1[CH2:6][CH2:5][C@H:4]([NH:7][C:8]([C:10]2[C:14]3[N:15]=[CH:16][N:17]=[C:18]([C:19]4[C:27]5[O:26][CH2:25][O:24][C:23]=5[CH:22]=[CH:21][C:20]=4[O:28][CH2:29][CH:30]4[CH2:32][CH2:31]4)[C:13]=3[NH:12][CH:11]=2)=[O:9])[CH2:3]1.Cl[C:34]([C@@H:36]([O:38]C(=O)C)[CH3:37])=[O:35]. (2) Given the product [CH2:1]([C:8]1[CH:9]=[C:10]([C:14](=[O:30])[CH2:15][C:16]([C:18]2[N:19]=[CH:20][N:21]([CH2:23][CH:24]3[CH2:25][CH2:26][N:27]([S:41]([CH3:40])(=[O:43])=[O:42])[CH2:28][CH2:29]3)[CH:22]=2)=[O:17])[CH:11]=[CH:12][CH:13]=1)[C:2]1[CH:3]=[CH:4][CH:5]=[CH:6][CH:7]=1, predict the reactants needed to synthesize it. The reactants are: [CH2:1]([C:8]1[CH:9]=[C:10]([C:14](=[O:30])[CH2:15][C:16]([C:18]2[N:19]=[CH:20][N:21]([CH2:23][CH:24]3[CH2:29][CH2:28][NH:27][CH2:26][CH2:25]3)[CH:22]=2)=[O:17])[CH:11]=[CH:12][CH:13]=1)[C:2]1[CH:7]=[CH:6][CH:5]=[CH:4][CH:3]=1.C(N(C(C)C)CC)(C)C.[CH3:40][S:41](Cl)(=[O:43])=[O:42]. (3) Given the product [N:29]([C@@H:14]([C@@H:15]([C:22]1[CH:27]=[CH:26][C:25]([Cl:28])=[CH:24][CH:23]=1)[CH:16]1[CH2:21][CH2:20][O:19][CH2:18][CH2:17]1)[C:13]([NH:12][C:6]1[CH:7]=[CH:8][CH:9]=[C:10]([F:11])[C:5]=1[CH2:4][CH2:3][CH:2]1[CH2:33][N@@:1]1[S:45]([CH:42]1[CH2:44][CH2:43]1)(=[O:47])=[O:46])=[O:32])=[N+:30]=[N-:31], predict the reactants needed to synthesize it. The reactants are: [NH2:1][C@H:2]([CH2:33]O)[CH2:3][CH2:4][C:5]1[C:10]([F:11])=[CH:9][CH:8]=[CH:7][C:6]=1[NH:12][C:13](=[O:32])[C@@H:14]([N:29]=[N+:30]=[N-:31])[C@@H:15]([C:22]1[CH:27]=[CH:26][C:25]([Cl:28])=[CH:24][CH:23]=1)[CH:16]1[CH2:21][CH2:20][O:19][CH2:18][CH2:17]1.C(N(CC)CC)C.[CH:42]1([S:45](Cl)(=[O:47])=[O:46])[CH2:44][CH2:43]1.CS(Cl)(=O)=O. (4) Given the product [CH2:1]([C:8]1[C:17]([CH3:18])=[C:16]([N:25]2[C:26]3[C:27](=[N:28][CH:29]=[C:30]([N:32]4[CH2:33][CH2:34][O:35][CH2:36][CH2:37]4)[CH:31]=3)[C:23]([CH3:38])([CH3:22])[CH2:24]2)[C:15]2[C:10](=[CH:11][C:12]([F:21])=[CH:13][C:14]=2[F:20])[N:9]=1)[C:2]1[CH:7]=[CH:6][CH:5]=[CH:4][CH:3]=1, predict the reactants needed to synthesize it. The reactants are: [CH2:1]([C:8]1[C:17]([CH3:18])=[C:16](Cl)[C:15]2[C:10](=[CH:11][C:12]([F:21])=[CH:13][C:14]=2[F:20])[N:9]=1)[C:2]1[CH:7]=[CH:6][CH:5]=[CH:4][CH:3]=1.[CH3:22][C:23]1([CH3:38])[C:27]2=[N:28][CH:29]=[C:30]([N:32]3[CH2:37][CH2:36][O:35][CH2:34][CH2:33]3)[CH:31]=[C:26]2[NH:25][CH2:24]1.C1(P(C2CCCCC2)C2C=CC=CC=2C2C(C(C)C)=CC(C(C)C)=CC=2C(C)C)CCCCC1.CC(C)([O-])C.[Na+]. (5) Given the product [NH2:21][C:19]([C:3]1[CH:4]=[N:5][C:6]2[C:11]([C:2]=1[NH:22][C:23]1[CH:24]=[C:25]([C:29]([O:31][CH3:32])=[O:30])[CH:26]=[N:27][CH:28]=1)=[CH:10][CH:9]=[C:8]([C:12]1[C:13]([CH3:18])=[N:14][O:15][C:16]=1[CH3:17])[CH:7]=2)=[O:20], predict the reactants needed to synthesize it. The reactants are: Cl[C:2]1[C:11]2[C:6](=[CH:7][C:8]([C:12]3[C:13]([CH3:18])=[N:14][O:15][C:16]=3[CH3:17])=[CH:9][CH:10]=2)[N:5]=[CH:4][C:3]=1[C:19]([NH2:21])=[O:20].[NH2:22][C:23]1[CH:24]=[C:25]([C:29]([O:31][CH3:32])=[O:30])[CH:26]=[N:27][CH:28]=1.